From a dataset of Experimentally validated miRNA-target interactions with 360,000+ pairs, plus equal number of negative samples. Binary Classification. Given a miRNA mature sequence and a target amino acid sequence, predict their likelihood of interaction. (1) The miRNA is hsa-miR-182-5p with sequence UUUGGCAAUGGUAGAACUCACACU. The protein sequence of the target gene is MKRQSERDSSPSGRGSSSSAKRPREREREAEAGGRRAAHKASGGAKHPVPARARDKPRGSGSGGGGHRDGRGTGDANHRASSGRSSGSGAGGGGRGGKASGDPGASGMSPRASPLPPPPPPPGAEPACPGSSAAAPEYKTLLISSLSPALPAEHLEDRLFHQFKRFGEISLRLSHTPELGRVAYVNFRHPQDAREARQHALARQLLLYDRPLKVEPVYLRGGGGSSRRSSSSSAAASTPPPGPPAPADPLGYLPLHGGYQYKQRSLSPVAAPPLREPRARHAAAAFALDAAAAAAVGLSR.... Result: 1 (interaction). (2) The miRNA is hsa-miR-4793-3p with sequence UCUGCACUGUGAGUUGGCUGGCU. The protein sequence of the target gene is MQFGELLAAVRKAQANVMLFLEEKEQAALSQANGIKAHLEYRSAEMEKSKQELETMAAISNTVQFLEEYCKFKNTEDITFPSVYIGLKDKLSGIRKVITESTVHLIQLLENYKKKLQEFSKEEEYDIRTQVSAIVQRKYWTSKPEPSTREQFLQYVHDITFDPDTAHKYLRLQEENRKVTNTTPWEHPYPDLPSRFLHWRQVLSQQSLYLHRYYFEVEIFGAGTYVGLTCKGIDQKGEERSSCISGNNFSWSLQWNGKEFTAWYSDMETPLKAGPFWRLGVYIDFPGGILSFYGVEYDSM.... Result: 1 (interaction).